This data is from Peptide-MHC class II binding affinity with 134,281 pairs from IEDB. The task is: Regression. Given a peptide amino acid sequence and an MHC pseudo amino acid sequence, predict their binding affinity value. This is MHC class II binding data. (1) The peptide sequence is IIAGTPEVHAVKPGA. The MHC is DRB1_0101 with pseudo-sequence DRB1_0101. The binding affinity (normalized) is 0.324. (2) The peptide sequence is LQPETFAVVDLNKMR. The MHC is DRB3_0202 with pseudo-sequence DRB3_0202. The binding affinity (normalized) is 0.213. (3) The peptide sequence is QYDVIIQHPADMSWC. The MHC is DRB5_0101 with pseudo-sequence DRB5_0101. The binding affinity (normalized) is 0.567. (4) The peptide sequence is EQISVLRKAFDAFDR. The MHC is DRB3_0101 with pseudo-sequence DRB3_0101. The binding affinity (normalized) is 0.170. (5) The peptide sequence is ATEVVRRLTATAHRG. The MHC is HLA-DQA10201-DQB10202 with pseudo-sequence HLA-DQA10201-DQB10202. The binding affinity (normalized) is 0.118. (6) The peptide sequence is CDEFINVPEWSYIVEKA. The MHC is DRB1_0701 with pseudo-sequence DRB1_0701. The binding affinity (normalized) is 0.450.